From a dataset of CYP1A2 inhibition data for predicting drug metabolism from PubChem BioAssay. Regression/Classification. Given a drug SMILES string, predict its absorption, distribution, metabolism, or excretion properties. Task type varies by dataset: regression for continuous measurements (e.g., permeability, clearance, half-life) or binary classification for categorical outcomes (e.g., BBB penetration, CYP inhibition). Dataset: cyp1a2_veith. (1) The molecule is O=C(NCc1cccc(C(F)(F)F)c1)c1cc(Cl)cc(Cl)c1. The result is 1 (inhibitor). (2) The drug is c1ccc(CNc2ncnc3ccc(-c4ccoc4)cc23)cc1. The result is 1 (inhibitor). (3) The compound is O=C(c1cccc(F)c1)N1CCC2(CC1)CCN(c1ccccn1)CC2. The result is 0 (non-inhibitor).